Task: Predict the reaction yield, written as a fraction of the theoretical maximum amount of product (1.0 means a 100% yield; for example, 0.34 means a 34% yield).. Dataset: Reaction yield outcomes from USPTO patents with 853,638 reactions (1) The reactants are [C:1]1([S:7]([Cl:10])(=[O:9])=[O:8])[CH:6]=[CH:5][CH:4]=[CH:3][CH:2]=1.[N:11]1([CH2:16][CH2:17][NH:18][C:19]2[C:27]3[O:26][CH:25]=[CH:24][C:23]=3[CH:22]=[C:21]([NH2:28])[CH:20]=2)[CH2:15][CH2:14][CH2:13][CH2:12]1.C(N(CC)CC)C. The catalyst is ClCCl. The yield is 0.0500. The product is [ClH:10].[N:11]1([CH2:16][CH2:17][NH:18][C:19]2[C:27]3[O:26][CH:25]=[CH:24][C:23]=3[CH:22]=[C:21]([NH:28][S:7]([C:1]3[CH:6]=[CH:5][CH:4]=[CH:3][CH:2]=3)(=[O:9])=[O:8])[CH:20]=2)[CH2:15][CH2:14][CH2:13][CH2:12]1. (2) The reactants are [NH2:1][C:2]1[C:25]([O:26][CH3:27])=[CH:24][C:5]([CH2:6][CH2:7][N:8]([CH2:16][C:17]2[CH:22]=[CH:21][CH:20]=[C:19]([F:23])[CH:18]=2)[C:9](=[O:15])[O:10][C:11]([CH3:14])([CH3:13])[CH3:12])=[C:4]([Cl:28])[CH:3]=1.C1(O[C:36](=[O:45])[NH:37][C:38]2[CH:43]=[N:42][C:41](Cl)=[CH:40][N:39]=2)C=CC=CC=1.[CH3:46][N:47](C=O)C. No catalyst specified. The product is [Cl:28][C:4]1[CH:3]=[C:2]([NH:1][C:36]([NH:37][C:38]2[CH:43]=[N:42][C:41]([C:46]#[N:47])=[CH:40][N:39]=2)=[O:45])[C:25]([O:26][CH3:27])=[CH:24][C:5]=1[CH2:6][CH2:7][N:8]([CH2:16][C:17]1[CH:22]=[CH:21][CH:20]=[C:19]([F:23])[CH:18]=1)[C:9](=[O:15])[O:10][C:11]([CH3:14])([CH3:12])[CH3:13]. The yield is 0.470. (3) The yield is 0.880. The product is [N:14]([C:10]1[C:9]([CH3:15])=[N:8][C:7]([O:6][CH3:5])=[N:12][C:11]=1[CH3:13])=[C:1]=[S:2]. The reactants are [C:1](Cl)(Cl)=[S:2].[CH3:5][O:6][C:7]1[N:12]=[C:11]([CH3:13])[C:10]([NH2:14])=[C:9]([CH3:15])[N:8]=1. The catalyst is O1CCCC1.C(=O)([O-])O.[Na+]. (4) The reactants are [CH3:1][N:2]1[CH2:7][CH2:6][CH:5]([O:8][N:9]2C(=O)C3C(=CC=CC=3)C2=O)[CH2:4][CH2:3]1.O.NN. The catalyst is C(O)C.C(Cl)Cl. The product is [NH2:9][O:8][CH:5]1[CH2:6][CH2:7][N:2]([CH3:1])[CH2:3][CH2:4]1. The yield is 0.250. (5) The reactants are [NH2:1][C:2]1[CH:7]=[C:6]([C:8]2[S:9][CH:10]=[CH:11][CH:12]=2)[CH:5]=[CH:4][C:3]=1[NH:13][C:14](=[O:20])[O:15][C:16]([CH3:19])([CH3:18])[CH3:17].[CH:21]([N:24]=[C:25]=[O:26])([CH3:23])[CH3:22]. The product is [CH:21]([NH:24][C:25](=[O:26])[NH:1][C:2]1[CH:7]=[C:6]([C:8]2[S:9][CH:10]=[CH:11][CH:12]=2)[CH:5]=[CH:4][C:3]=1[NH:13][C:14](=[O:20])[O:15][C:16]([CH3:17])([CH3:19])[CH3:18])([CH3:23])[CH3:22]. The catalyst is ClCCl.O. The yield is 0.700. (6) The reactants are Cl[C:2]1[N:11]=[C:10]([NH:12][CH2:13][CH:14]([C:20]2[CH:25]=[CH:24][CH:23]=[CH:22][CH:21]=2)[N:15]2[CH2:19][CH2:18][CH2:17][CH2:16]2)[C:9]2[C:4](=[CH:5][CH:6]=[CH:7][CH:8]=2)[N:3]=1.[CH3:26][S:27]([NH:30][C:31]1[CH:36]=[CH:35][C:34](B(O)O)=[CH:33][CH:32]=1)(=[O:29])=[O:28].CN(C)C1C=CC(C2N=C(NCC(C3C=CC=CC=3)C3NC=CC=3)C3C(=CC=CC=3)N=2)=CC=1. The catalyst is C(Cl)Cl.CO. The product is [C:20]1([CH:14]([N:15]2[CH2:19][CH2:18][CH2:17][CH2:16]2)[CH2:13][NH:12][C:10]2[C:9]3[C:4](=[CH:5][CH:6]=[CH:7][CH:8]=3)[N:3]=[C:2]([C:34]3[CH:33]=[CH:32][C:31]([NH:30][S:27]([CH3:26])(=[O:28])=[O:29])=[CH:36][CH:35]=3)[N:11]=2)[CH:25]=[CH:24][CH:23]=[CH:22][CH:21]=1. The yield is 0.630.